Task: Predict the product of the given reaction.. Dataset: Forward reaction prediction with 1.9M reactions from USPTO patents (1976-2016) (1) Given the reactants [Cl:1][C:2]1[S:6][C:5]([C:7]([OH:9])=O)=[CH:4][CH:3]=1.[C:10]([O:14][C:15]([N:17]1[CH2:20][CH:19]([NH:21][S:22]([CH2:25][CH2:26][NH2:27])(=[O:24])=[O:23])[CH2:18]1)=[O:16])([CH3:13])([CH3:12])[CH3:11], predict the reaction product. The product is: [C:10]([O:14][C:15]([N:17]1[CH2:20][CH:19]([NH:21][S:22]([CH2:25][CH2:26][NH:27][C:7]([C:5]2[S:6][C:2]([Cl:1])=[CH:3][CH:4]=2)=[O:9])(=[O:24])=[O:23])[CH2:18]1)=[O:16])([CH3:13])([CH3:12])[CH3:11]. (2) Given the reactants [Br:1][C:2]1[C:19]([OH:20])=[N:18][C:5]2[CH2:6][CH2:7][N:8]([C:12](=[O:17])[C:13]([F:16])([F:15])[F:14])[CH2:9][CH:10]([CH3:11])[C:4]=2[CH:3]=1.[O:21](S(C(F)(F)F)(=O)=O)[S:22]([C:25]([F:28])([F:27])[F:26])(=O)=[O:23].C([O-])([O-])=O.[K+].[K+], predict the reaction product. The product is: [F:26][C:25]([F:28])([F:27])[S:22]([O:20][C:19]1[C:2]([Br:1])=[CH:3][C:4]2[CH:10]([CH3:11])[CH2:9][N:8]([C:12](=[O:17])[C:13]([F:14])([F:16])[F:15])[CH2:7][CH2:6][C:5]=2[N:18]=1)(=[O:23])=[O:21]. (3) The product is: [ClH:22].[Cl:22][C:23]1[CH:28]=[C:27]([Cl:29])[CH:26]=[CH:25][C:24]=1[CH:16]1[CH2:21][CH2:20][CH2:19][NH:18][CH2:17]1. Given the reactants Cl.FC1C=CC=CC=1C1CCCNC1.I[C:16]1[CH:17]=[N:18][CH:19]=[CH:20][CH:21]=1.[Cl:22][C:23]1[CH:28]=[C:27]([Cl:29])[CH:26]=[CH:25][C:24]=1B(O)O, predict the reaction product. (4) Given the reactants [CH:1]1([NH:4][C:5]([C:7]2[N:8]=[N:9][N:10]([C:16]3[CH:21]=[CH:20][C:19]([C:22]([NH:24][CH2:25][CH3:26])=[O:23])=[CH:18][C:17]=3[OH:27])[C:11]=2[CH2:12][CH2:13][CH2:14]O)=[O:6])[CH2:3][CH2:2]1.C(P(CCCC)CCCC)CCC.C1CCN(C(N=NC(N2CCCCC2)=O)=O)CC1, predict the reaction product. The product is: [CH:1]1([NH:4][C:5]([C:7]2[N:8]=[N:9][N:10]3[C:16]4[CH:21]=[CH:20][C:19]([C:22]([NH:24][CH2:25][CH3:26])=[O:23])=[CH:18][C:17]=4[O:27][CH2:14][CH2:13][CH2:12][C:11]=23)=[O:6])[CH2:2][CH2:3]1. (5) Given the reactants CON(C)[C:4]([C:6]1[N:7]=[CH:8][N:9]([C:11]2[CH:12]=[C:13]([C:17]3[CH:22]=[CH:21][CH:20]=[C:19]([F:23])[C:18]=3[O:24][CH3:25])[CH:14]=[CH:15][CH:16]=2)[CH:10]=1)=[O:5].[O:27]1[CH:31]=[CH:30][CH:29]=[CH:28]1, predict the reaction product. The product is: [F:23][C:19]1[C:18]([O:24][CH3:25])=[C:17]([C:13]2[CH:14]=[CH:15][CH:16]=[C:11]([N:9]3[CH:10]=[C:6]([C:4]([C:28]4[O:27][CH:31]=[CH:30][CH:29]=4)=[O:5])[N:7]=[CH:8]3)[CH:12]=2)[CH:22]=[CH:21][CH:20]=1. (6) Given the reactants Br[CH2:2][CH:3]1[O:8][C:7]2[CH:9]=[CH:10][CH:11]=[CH:12][C:6]=2[O:5][CH2:4]1.[CH3:13][O:14][C:15]1[CH:20]=[CH:19][C:18]([CH:21]2[CH2:26][CH2:25][CH2:24][NH:23][CH2:22]2)=[CH:17][CH:16]=1.Cl.C(N(CC)CC)C, predict the reaction product. The product is: [O:8]1[C:7]2[CH:9]=[CH:10][CH:11]=[CH:12][C:6]=2[O:5][CH2:4][CH:3]1[CH2:2][N:23]1[CH2:24][CH2:25][CH2:26][CH:21]([C:18]2[CH:17]=[CH:16][C:15]([O:14][CH3:13])=[CH:20][CH:19]=2)[CH2:22]1. (7) Given the reactants [F:1][C:2]1[CH:31]=[CH:30][C:5]([CH2:6][N:7]([CH2:21][C:22]2[CH:27]=[CH:26][C:25]([O:28][CH3:29])=[CH:24][CH:23]=2)[S:8]([C:11]2[CH:20]=[CH:19][C:14]([C:15]([O:17]C)=[O:16])=[CH:13][CH:12]=2)(=[O:10])=[O:9])=[CH:4][CH:3]=1.[OH-].[Na+], predict the reaction product. The product is: [F:1][C:2]1[CH:31]=[CH:30][C:5]([CH2:6][N:7]([CH2:21][C:22]2[CH:27]=[CH:26][C:25]([O:28][CH3:29])=[CH:24][CH:23]=2)[S:8]([C:11]2[CH:12]=[CH:13][C:14]([C:15]([OH:17])=[O:16])=[CH:19][CH:20]=2)(=[O:10])=[O:9])=[CH:4][CH:3]=1. (8) Given the reactants [CH2:1]([O:8][CH2:9][CH2:10][CH2:11][CH2:12][CH2:13][OH:14])[C:2]1[CH:7]=[CH:6][CH:5]=[CH:4][CH:3]=1.Br[CH2:16][C:17]([O:19][C:20]([CH3:23])([CH3:22])[CH3:21])=[O:18].[OH-].[Na+], predict the reaction product. The product is: [CH2:1]([O:8][CH2:9][CH2:10][CH2:11][CH2:12][CH2:13][O:14][CH2:16][C:17]([O:19][C:20]([CH3:23])([CH3:22])[CH3:21])=[O:18])[C:2]1[CH:7]=[CH:6][CH:5]=[CH:4][CH:3]=1.